This data is from Full USPTO retrosynthesis dataset with 1.9M reactions from patents (1976-2016). The task is: Predict the reactants needed to synthesize the given product. Given the product [Cl:1][C:2]1[CH:3]=[C:4]([CH:27]=[CH:28][C:29]=1[F:30])[NH:5][C:6]1[C:15]2[C:10](=[CH:11][C:12]([O:22][CH2:23][CH2:24][CH2:25][N:38]3[CH2:39][CH2:40][N:35]([CH2:34][CH2:33][O:32][CH3:31])[CH2:36][CH2:37]3)=[CH:13][C:14]=2[O:16][CH:17]2[CH2:21][CH2:20][O:19][CH2:18]2)[N:9]=[CH:8][N:7]=1, predict the reactants needed to synthesize it. The reactants are: [Cl:1][C:2]1[CH:3]=[C:4]([CH:27]=[CH:28][C:29]=1[F:30])[NH:5][C:6]1[C:15]2[C:10](=[CH:11][C:12]([O:22][CH2:23][CH2:24][CH2:25]Cl)=[CH:13][C:14]=2[O:16][CH:17]2[CH2:21][CH2:20][O:19][CH2:18]2)[N:9]=[CH:8][N:7]=1.[CH3:31][O:32][CH2:33][CH2:34][N:35]1[CH2:40][CH2:39][NH:38][CH2:37][CH2:36]1.